Predict the reactants needed to synthesize the given product. From a dataset of Full USPTO retrosynthesis dataset with 1.9M reactions from patents (1976-2016). (1) The reactants are: [OH:1][CH2:2][C:3]1[CH:4]=[C:5]([OH:9])[CH:6]=[CH:7][CH:8]=1.F[C:11]1[CH:16]=[CH:15][C:14]([C:17]([F:20])([F:19])[F:18])=[CH:13][CH:12]=1.C(=O)([O-])[O-].[Cs+].[Cs+]. Given the product [F:18][C:17]([F:20])([F:19])[C:14]1[CH:15]=[CH:16][C:11]([O:9][C:5]2[CH:4]=[C:3]([CH2:2][OH:1])[CH:8]=[CH:7][CH:6]=2)=[CH:12][CH:13]=1, predict the reactants needed to synthesize it. (2) Given the product [Cl:28][C:25]1[CH:26]=[CH:27][C:22]([C@@H:15]2[O:14][C@H:13]([CH2:12][S:11][C:6]3[CH:5]=[C:4]([CH:9]=[CH:8][C:7]=3[F:10])[C:3]([NH:41][CH3:40])=[O:2])[C@@H:18]([OH:19])[C@H:17]([OH:20])[C@H:16]2[OH:21])=[CH:23][C:24]=1[CH2:29][C:30]1[CH:35]=[CH:34][C:33]([O:36][CH2:37][CH3:38])=[CH:32][CH:31]=1, predict the reactants needed to synthesize it. The reactants are: C[O:2][C:3](=O)[C:4]1[CH:9]=[CH:8][C:7]([F:10])=[C:6]([S:11][CH2:12][C@@H:13]2[C@@H:18]([OH:19])[C@H:17]([OH:20])[C@@H:16]([OH:21])[C@H:15]([C:22]3[CH:27]=[CH:26][C:25]([Cl:28])=[C:24]([CH2:29][C:30]4[CH:35]=[CH:34][C:33]([O:36][CH2:37][CH3:38])=[CH:32][CH:31]=4)[CH:23]=3)[O:14]2)[CH:5]=1.[CH3:40][NH2:41]. (3) Given the product [F:1][C:2]1[C:10]([CH3:11])=[CH:9][CH:8]=[C:7]([N:14]2[N:15]=[CH:16][CH:17]=[N:13]2)[C:3]=1[C:4]([OH:6])=[O:5], predict the reactants needed to synthesize it. The reactants are: [F:1][C:2]1[C:10]([CH3:11])=[CH:9][CH:8]=[C:7](I)[C:3]=1[C:4]([OH:6])=[O:5].[NH:13]1[CH:17]=[CH:16][N:15]=[N:14]1.C([O-])([O-])=O.[Cs+].[Cs+].CN(C=O)C. (4) The reactants are: [OH:1][CH:2]1[CH2:7][CH2:6][CH2:5][N:4]([C:8]([O:10][C:11]([CH3:14])([CH3:13])[CH3:12])=[O:9])[CH2:3]1.[C:15]1([CH3:25])[CH:20]=[CH:19][C:18]([S:21](Cl)(=[O:23])=[O:22])=[CH:17][CH:16]=1.C(N(CC)CC)C.O. Given the product [C:15]1([CH3:25])[CH:20]=[CH:19][C:18]([S:21]([O:1][CH:2]2[CH2:7][CH2:6][CH2:5][N:4]([C:8]([O:10][C:11]([CH3:14])([CH3:13])[CH3:12])=[O:9])[CH2:3]2)(=[O:23])=[O:22])=[CH:17][CH:16]=1, predict the reactants needed to synthesize it.